From a dataset of Full USPTO retrosynthesis dataset with 1.9M reactions from patents (1976-2016). Predict the reactants needed to synthesize the given product. (1) Given the product [ClH:34].[N:21]1([CH2:20][CH2:19][O:18][C:17]2[CH:16]=[CH:15][C:14]([O:13][C:9]3[C:8]([C:29]4[S:30][CH:31]=[CH:32][CH:33]=4)=[CH:7][CH:6]=[C:5]4[C:10]=3[CH:11]=[CH:12][C:3]([OH:2])=[CH:4]4)=[CH:28][CH:27]=2)[CH2:26][CH2:25][CH2:24][CH2:23][CH2:22]1, predict the reactants needed to synthesize it. The reactants are: C[O:2][C:3]1[CH:4]=[C:5]2[C:10](=[CH:11][CH:12]=1)[C:9]([O:13][C:14]1[CH:28]=[CH:27][C:17]([O:18][CH2:19][CH2:20][N:21]3[CH2:26][CH2:25][CH2:24][CH2:23][CH2:22]3)=[CH:16][CH:15]=1)=[C:8]([C:29]1[S:30][CH:31]=[CH:32][CH:33]=1)[CH:7]=[CH:6]2.[ClH:34].B(Br)(Br)Br. (2) Given the product [Cl:1][C:2]1[C:11]([CH:23]=[O:24])=[C:10]([Cl:12])[C:9]2[C:4](=[CH:5][CH:6]=[CH:7][CH:8]=2)[N:3]=1, predict the reactants needed to synthesize it. The reactants are: [Cl:1][C:2]1[CH:11]=[C:10]([Cl:12])[C:9]2[C:4](=[CH:5][CH:6]=[CH:7][CH:8]=2)[N:3]=1.C([N-]C(C)C)(C)C.[Li+].CN(C)[CH:23]=[O:24].N1C=CN=C1. (3) Given the product [CH:56]([N:52]([CH:53]([CH3:55])[CH3:54])[P:51]([O:23][CH2:22][C@@H:10]1[C@@H:11]2[C@@H:15]([O:14][C:13]([CH2:19][CH2:20][CH3:21])([CH2:16][CH2:17][CH3:18])[O:12]2)[C@H:8]([N:6]2[CH:7]=[C:2]([F:1])[C:3](=[O:40])[N:4]([CH2:25]/[CH:26]=[C:27](\[CH3:39])/[CH2:28][CH2:29]/[CH:30]=[C:31](\[CH3:38])/[CH2:32][CH2:33][CH:34]=[C:35]([CH3:37])[CH3:36])[C:5]2=[O:24])[O:9]1)[O:59][CH2:60][CH2:61][C:62]#[N:63])([CH3:58])[CH3:57], predict the reactants needed to synthesize it. The reactants are: [F:1][C:2]1[C:3](=[O:40])[N:4]([CH2:25]/[CH:26]=[C:27](\[CH3:39])/[CH2:28][CH2:29]/[CH:30]=[C:31](\[CH3:38])/[CH2:32][CH2:33][CH:34]=[C:35]([CH3:37])[CH3:36])[C:5](=[O:24])[N:6]([C@H:8]2[C@H:15]3[C@H:11]([O:12][C:13]([CH2:19][CH2:20][CH3:21])([CH2:16][CH2:17][CH3:18])[O:14]3)[C@@H:10]([CH2:22][OH:23])[O:9]2)[CH:7]=1.C(N(C(C)C)C(C)C)C.Cl[P:51]([O:59][CH2:60][CH2:61][C:62]#[N:63])[N:52]([CH:56]([CH3:58])[CH3:57])[CH:53]([CH3:55])[CH3:54]. (4) Given the product [Br:1][C:2]1[C:7](=[O:8])[N:6]([CH:9]([CH2:15][C:16]2[CH:17]=[CH:18][N:19]=[CH:20][CH:21]=2)[C:10]([OH:12])=[O:11])[N:5]=[CH:4][C:3]=1[NH:22][C@@H:23]1[CH2:28][C@@H:27]2[CH2:29][C@@H:25]([C:26]2([CH3:31])[CH3:30])[C@H:24]1[CH3:32], predict the reactants needed to synthesize it. The reactants are: [Br:1][C:2]1[C:7](=[O:8])[N:6]([CH:9]([CH2:15][C:16]2[CH:21]=[CH:20][N:19]=[CH:18][CH:17]=2)[C:10]([O:12]CC)=[O:11])[N:5]=[CH:4][C:3]=1[NH:22][C@@H:23]1[CH2:28][C@@H:27]2[CH2:29][C@@H:25]([C:26]2([CH3:31])[CH3:30])[C@H:24]1[CH3:32].[OH-].[Na+].Cl. (5) Given the product [C:9]1([C:7]2[N:6]=[C:5]([C:15]([O:17][CH3:18])=[O:16])[CH:4]=[C:3]([CH2:2][N:21]3[CH2:22][CH2:24][CH2:27][CH2:25]3)[N:8]=2)[CH:14]=[CH:13][CH:12]=[CH:11][CH:10]=1, predict the reactants needed to synthesize it. The reactants are: Br[CH2:2][C:3]1[N:8]=[C:7]([C:9]2[CH:14]=[CH:13][CH:12]=[CH:11][CH:10]=2)[N:6]=[C:5]([C:15]([O:17][CH3:18])=[O:16])[CH:4]=1.CC[N:21]([CH:25]([CH3:27])C)[CH:22]([CH3:24])C.N1CCCC1. (6) Given the product [CH3:1][O:2][C:3]1[CH:4]=[C:5]2[C:10](=[CH:11][C:12]=1[O:13][CH3:14])[C@@H:9]([CH3:15])[N:8]([C:16]([CH:18]1[CH2:27][C:26]3[C:21](=[CH:22][CH:23]=[CH:24][CH:25]=3)[NH:20][CH:19]1[CH2:28][C:29]1[CH:34]=[CH:33][CH:32]=[CH:31][C:30]=1[F:35])=[O:17])[CH2:7][CH2:6]2, predict the reactants needed to synthesize it. The reactants are: [CH3:1][O:2][C:3]1[CH:4]=[C:5]2[C:10](=[CH:11][C:12]=1[O:13][CH3:14])[C@@H:9]([CH3:15])[N:8]([C:16]([C:18]1[C:19]([CH2:28][C:29]3[CH:34]=[CH:33][CH:32]=[CH:31][C:30]=3[F:35])=[N:20][C:21]3[C:26]([CH:27]=1)=[CH:25][CH:24]=[CH:23][CH:22]=3)=[O:17])[CH2:7][CH2:6]2. (7) Given the product [N+:2]([O-:5])([O-:4])=[O:3].[Fe+3:1].[N+:7]([O-:10])([O-:9])=[O:8].[N+:2]([O-:5])([O-:4])=[O:3], predict the reactants needed to synthesize it. The reactants are: [Fe:1].[N+:2]([O-:5])([O-:4])=[O:3].[Fe+2].[N+:7]([O-:10])([O-:9])=[O:8].